From a dataset of Catalyst prediction with 721,799 reactions and 888 catalyst types from USPTO. Predict which catalyst facilitates the given reaction. (1) Reactant: [CH3:1][CH:2]1[CH2:20][CH2:19][N:6]2[C:7]3[CH:8]=[C:9]([C:14]([O:16]CC)=[O:15])[CH:10]=[CH:11][C:12]=3[CH:13]=[C:5]2[C:4](=[O:21])[NH:3]1.[OH-].[Na+].C(O)(=O)C.O. Product: [CH3:1][CH:2]1[CH2:20][CH2:19][N:6]2[C:7]3[CH:8]=[C:9]([C:14]([OH:16])=[O:15])[CH:10]=[CH:11][C:12]=3[CH:13]=[C:5]2[C:4](=[O:21])[NH:3]1. The catalyst class is: 8. (2) Reactant: [CH2:1]([N:8]1[C:13](=[O:14])[CH:12]=[C:11]([CH:15](O)[CH3:16])[C:10]([C:18]2[CH:23]=[CH:22][CH:21]=[CH:20][CH:19]=2)=[N:9]1)[C:2]1[CH:7]=[CH:6][CH:5]=[CH:4][CH:3]=1.[I:24][C:25]1[C:33]2[C:28](=[N:29][CH:30]=[N:31][C:32]=2[NH2:34])[NH:27][N:26]=1.C1C=CC(P(C2C=CC=CC=2)C2C=CC=CC=2)=CC=1.CC(OC(/N=N/C(OC(C)C)=O)=O)C. Product: [NH2:34][C:32]1[N:31]=[CH:30][N:29]=[C:28]2[N:27]([CH:15]([C:11]3[C:10]([C:18]4[CH:23]=[CH:22][CH:21]=[CH:20][CH:19]=4)=[N:9][N:8]([CH2:1][C:2]4[CH:7]=[CH:6][CH:5]=[CH:4][CH:3]=4)[C:13](=[O:14])[CH:12]=3)[CH3:16])[N:26]=[C:25]([I:24])[C:33]=12. The catalyst class is: 1. (3) Reactant: [Cl:1][C:2]1[CH:7]=[CH:6][N:5]=[C:4]([NH2:8])[CH:3]=1.[Cl:9]N1C(=O)CCC1=O. Product: [NH2:8][C:4]1[CH:3]=[C:2]([Cl:1])[C:7]([Cl:9])=[CH:6][N:5]=1. The catalyst class is: 13. (4) Reactant: [CH3:1][O:2][C:3]1[CH:10]=[CH:9][CH:8]=[CH:7][C:4]=1[CH2:5][NH2:6].C[Al](C)C.C[O:16][C:17](=O)[C:18]1[CH:23]=[C:22]([Br:24])[CH:21]=[CH:20][C:19]=1[NH2:25].Cl. Product: [NH2:25][C:19]1[CH:20]=[CH:21][C:22]([Br:24])=[CH:23][C:18]=1[C:17]([NH:6][CH2:5][C:4]1[CH:7]=[CH:8][CH:9]=[CH:10][C:3]=1[O:2][CH3:1])=[O:16]. The catalyst class is: 11. (5) Product: [Cl:20][C:21]1[N:22]=[C:23]([NH2:28])[N:24]=[C:25]([NH:5][C:4]2[CH:6]=[CH:7][C:8]([O:9][C:10]3[CH:15]=[CH:14][N:13]=[C:12]4[NH:16][CH:17]=[C:18]([CH3:19])[C:11]=34)=[C:2]([F:1])[CH:3]=2)[CH:26]=1. Reactant: [F:1][C:2]1[CH:3]=[C:4]([CH:6]=[CH:7][C:8]=1[O:9][C:10]1[CH:15]=[CH:14][N:13]=[C:12]2[NH:16][CH:17]=[C:18]([CH3:19])[C:11]=12)[NH2:5].[Cl:20][C:21]1[CH:26]=[C:25](Cl)[N:24]=[C:23]([NH2:28])[N:22]=1.Cl.[OH-].[Na+]. The catalyst class is: 6. (6) Reactant: [Cl:1][C:2]1[CH:3]=[C:4]([C:9]2([C:23]([F:26])([F:25])[F:24])[O:13][N:12]=[C:11]([C:14]3[CH:21]=[CH:20][C:17]([CH:18]=O)=[C:16]([CH3:22])[CH:15]=3)[CH2:10]2)[CH:5]=[C:6]([Cl:8])[CH:7]=1.Cl.[F:28][C:29]([F:37])([F:36])[CH2:30][NH:31][C:32](=[O:35])[NH:33][NH2:34].O.CC(OC)(C)C. Product: [F:28][C:29]([F:37])([F:36])[CH2:30][NH:31][C:32](=[O:35])[NH:33][N:34]=[CH:18][C:17]1[CH:20]=[CH:21][C:14]([C:11]2[CH2:10][C:9]([C:4]3[CH:3]=[C:2]([Cl:1])[CH:7]=[C:6]([Cl:8])[CH:5]=3)([C:23]([F:26])([F:24])[F:25])[O:13][N:12]=2)=[CH:15][C:16]=1[CH3:22]. The catalyst class is: 212. (7) Reactant: Br[C:2]1[N:10]([CH2:11][C@H:12]2[CH2:17][CH2:16][C@H:15]([CH3:18])[CH2:14][CH2:13]2)[C:9]2[C:4](=[N:5][C:6]([C:26]#[N:27])=[N:7][C:8]=2[NH:19][C@@H:20]([CH:22]2[CH2:25][CH2:24][CH2:23]2)[CH3:21])[N:3]=1.[C:28]1(B(O)O)[CH2:33][CH2:32][CH2:31][CH2:30][CH:29]=1.C([O-])([O-])=[O:38].[Na+].[Na+].O1CCOCC1. Product: [CH:22]1([C@H:20]([NH:19][C:8]2[N:7]=[C:6]([C:26]([NH2:27])=[O:38])[N:5]=[C:4]3[C:9]=2[N:10]([CH2:11][C@H:12]2[CH2:13][CH2:14][C@H:15]([CH3:18])[CH2:16][CH2:17]2)[C:2]([C:28]2[CH2:33][CH2:32][CH2:31][CH2:30][CH:29]=2)=[N:3]3)[CH3:21])[CH2:23][CH2:24][CH2:25]1. The catalyst class is: 103. (8) Reactant: C1N=CN(C(N2C=NC=C2)=O)C=1.[NH2:13][C:14]1[C:15]([C:27]([OH:29])=O)=[N:16][C:17]([NH:20][C:21]2[CH:26]=[CH:25][CH:24]=[CH:23][CH:22]=2)=[CH:18][N:19]=1.[CH3:30][O:31][C:32]1[CH:38]=[CH:37][CH:36]=[CH:35][C:33]=1[NH2:34]. Product: [NH2:13][C:14]1[C:15]([C:27]([NH:34][C:33]2[CH:35]=[CH:36][CH:37]=[CH:38][C:32]=2[O:31][CH3:30])=[O:29])=[N:16][C:17]([NH:20][C:21]2[CH:22]=[CH:23][CH:24]=[CH:25][CH:26]=2)=[CH:18][N:19]=1. The catalyst class is: 3. (9) Reactant: [NH2:1][C:2]1[C:3]([SH:12])=[N:4][CH:5]=[C:6]([C:8]([F:11])([F:10])[F:9])[CH:7]=1.[F:13][C:14]1[CH:21]=[N:20][CH:19]=[CH:18][C:15]=1[CH:16]=O.CS(C)=O. Product: [F:13][C:14]1[CH:21]=[N:20][CH:19]=[CH:18][C:15]=1[C:16]1[S:12][C:3]2[C:2]([N:1]=1)=[CH:7][C:6]([C:8]([F:9])([F:11])[F:10])=[CH:5][N:4]=2. The catalyst class is: 6. (10) Reactant: C(Cl)(=O)C(Cl)=O.CS(C)=O.[CH3:11][C:12]1([CH3:23])[O:16][C@H:15]([CH2:17][OH:18])[C@H:14]([CH:19]=[C:20]([CH3:22])[CH3:21])[O:13]1.C(N(CC)CC)C. Product: [CH3:11][C:12]1([CH3:23])[O:16][C@H:15]([CH:17]=[O:18])[C@H:14]([CH:19]=[C:20]([CH3:22])[CH3:21])[O:13]1. The catalyst class is: 2.